From a dataset of NCI-60 drug combinations with 297,098 pairs across 59 cell lines. Regression. Given two drug SMILES strings and cell line genomic features, predict the synergy score measuring deviation from expected non-interaction effect. (1) Drug 2: CC1CCC2CC(C(=CC=CC=CC(CC(C(=O)C(C(C(=CC(C(=O)CC(OC(=O)C3CCCCN3C(=O)C(=O)C1(O2)O)C(C)CC4CCC(C(C4)OC)OCCO)C)C)O)OC)C)C)C)OC. Drug 1: C1=CC(=CC=C1CC(C(=O)O)N)N(CCCl)CCCl.Cl. Synergy scores: CSS=53.6, Synergy_ZIP=1.58, Synergy_Bliss=0.643, Synergy_Loewe=2.93, Synergy_HSA=4.02. Cell line: ACHN. (2) Drug 2: CCC1(C2=C(COC1=O)C(=O)N3CC4=CC5=C(C=CC(=C5CN(C)C)O)N=C4C3=C2)O.Cl. Synergy scores: CSS=29.4, Synergy_ZIP=-11.1, Synergy_Bliss=-5.97, Synergy_Loewe=-9.28, Synergy_HSA=-5.72. Cell line: OVCAR-8. Drug 1: C1=CC(=CC=C1CC(C(=O)O)N)N(CCCl)CCCl.Cl. (3) Drug 1: C1C(C(OC1N2C=C(C(=O)NC2=O)F)CO)O. Drug 2: CCC(=C(C1=CC=CC=C1)C2=CC=C(C=C2)OCCN(C)C)C3=CC=CC=C3.C(C(=O)O)C(CC(=O)O)(C(=O)O)O. Cell line: NCI-H322M. Synergy scores: CSS=3.26, Synergy_ZIP=0.262, Synergy_Bliss=2.67, Synergy_Loewe=-9.95, Synergy_HSA=-3.76. (4) Drug 1: CC1=C(C=C(C=C1)NC2=NC=CC(=N2)N(C)C3=CC4=NN(C(=C4C=C3)C)C)S(=O)(=O)N.Cl. Drug 2: CC1CCC2CC(C(=CC=CC=CC(CC(C(=O)C(C(C(=CC(C(=O)CC(OC(=O)C3CCCCN3C(=O)C(=O)C1(O2)O)C(C)CC4CCC(C(C4)OC)OCCO)C)C)O)OC)C)C)C)OC. Cell line: SNB-75. Synergy scores: CSS=8.62, Synergy_ZIP=-4.85, Synergy_Bliss=-2.22, Synergy_Loewe=-2.24, Synergy_HSA=-0.603. (5) Drug 1: C1=C(C(=O)NC(=O)N1)N(CCCl)CCCl. Drug 2: CC(C)NC(=O)C1=CC=C(C=C1)CNNC.Cl. Cell line: UACC-257. Synergy scores: CSS=1.99, Synergy_ZIP=-2.13, Synergy_Bliss=-1.59, Synergy_Loewe=-8.42, Synergy_HSA=-5.49. (6) Drug 1: CC1=C(C=C(C=C1)NC2=NC=CC(=N2)N(C)C3=CC4=NN(C(=C4C=C3)C)C)S(=O)(=O)N.Cl. Drug 2: C1=CN(C(=O)N=C1N)C2C(C(C(O2)CO)O)O.Cl. Cell line: PC-3. Synergy scores: CSS=26.5, Synergy_ZIP=-3.69, Synergy_Bliss=-0.385, Synergy_Loewe=-24.2, Synergy_HSA=0.716. (7) Drug 2: CNC(=O)C1=NC=CC(=C1)OC2=CC=C(C=C2)NC(=O)NC3=CC(=C(C=C3)Cl)C(F)(F)F. Drug 1: C1=NC2=C(N=C(N=C2N1C3C(C(C(O3)CO)O)O)F)N. Synergy scores: CSS=-1.27, Synergy_ZIP=0.0529, Synergy_Bliss=-1.11, Synergy_Loewe=-0.566, Synergy_HSA=-2.22. Cell line: UACC-257.